From a dataset of Full USPTO retrosynthesis dataset with 1.9M reactions from patents (1976-2016). Predict the reactants needed to synthesize the given product. (1) Given the product [C:1]([O:4][CH2:5][CH2:6][N:7]1[CH2:8][CH2:9][N:10]([C:13]2[CH:22]=[C:21]([CH2:23][CH2:24][CH3:25])[C:16]([C:17]([N:19]([CH3:20])[C:34](=[O:35])[O:36][C:37]([CH3:38])([CH3:39])[CH3:40])=[O:18])=[CH:15][N:14]=2)[CH2:11][CH2:12]1)(=[O:3])[CH3:2], predict the reactants needed to synthesize it. The reactants are: [C:1]([O:4][CH2:5][CH2:6][N:7]1[CH2:12][CH2:11][N:10]([C:13]2[CH:22]=[C:21]([CH2:23][CH2:24][CH3:25])[C:16]([C:17]([NH:19][CH3:20])=[O:18])=[CH:15][N:14]=2)[CH2:9][CH2:8]1)(=[O:3])[CH3:2].[C:37]([O:36][C:34](O[C:34]([O:36][C:37]([CH3:40])([CH3:39])[CH3:38])=[O:35])=[O:35])([CH3:40])([CH3:39])[CH3:38]. (2) Given the product [CH3:8][N:7]([CH2:9][C:10]1[CH:14]=[C:13]([C:33]2[CH:34]=[CH:35][C:30]([S:27]([CH3:26])(=[O:29])=[O:28])=[CH:31][CH:32]=2)[N:12]([S:16]([C:19]2[CH:20]=[N:21][CH:22]=[CH:23][CH:24]=2)(=[O:18])=[O:17])[CH:11]=1)[C:6](=[O:25])[O:5][C:1]([CH3:4])([CH3:3])[CH3:2], predict the reactants needed to synthesize it. The reactants are: [C:1]([O:5][C:6](=[O:25])[N:7]([CH2:9][C:10]1[CH:14]=[C:13](Br)[N:12]([S:16]([C:19]2[CH:20]=[N:21][CH:22]=[CH:23][CH:24]=2)(=[O:18])=[O:17])[CH:11]=1)[CH3:8])([CH3:4])([CH3:3])[CH3:2].[CH3:26][S:27]([C:30]1[CH:35]=[CH:34][C:33](B(O)O)=[CH:32][CH:31]=1)(=[O:29])=[O:28].C(=O)([O-])[O-].[Na+].[Na+].COCCOC. (3) Given the product [NH2:17][CH2:16][C:11]1[CH:12]=[C:13]2[C:8](=[CH:9][C:10]=1[C:21]([F:23])([F:24])[F:22])[NH:7][C:6](=[O:25])[N:5]([NH:4][S:26]([CH3:29])(=[O:27])=[O:28])[C:14]2=[O:15], predict the reactants needed to synthesize it. The reactants are: C([N:4]([S:26]([CH3:29])(=[O:28])=[O:27])[N:5]1[C:14](=[O:15])[C:13]2[C:8](=[CH:9][C:10]([C:21]([F:24])([F:23])[F:22])=[C:11]([CH2:16][NH:17]C(=O)C)[CH:12]=2)[NH:7][C:6]1=[O:25])(=O)C. (4) Given the product [NH2:1][C:4]1[CH:12]=[CH:11][CH:10]=[C:9]2[C:5]=1[CH2:6][CH2:7][CH:8]2[N:13]1[CH2:14][CH2:15][N:16]([C:19]([O:21][CH3:22])=[O:20])[CH2:17][CH2:18]1, predict the reactants needed to synthesize it. The reactants are: [N+:1]([C:4]1[CH:12]=[CH:11][CH:10]=[C:9]2[C:5]=1[CH2:6][CH2:7][CH:8]2[N:13]1[CH2:18][CH2:17][N:16]([C:19]([O:21][CH3:22])=[O:20])[CH2:15][CH2:14]1)([O-])=O. (5) Given the product [CH3:1][N:2]([CH3:23])[CH:3]1[CH2:7][CH2:6][N:5]([C:8]2[CH:9]=[CH:10][C:11]([NH:14][C:15]([CH:17]3[CH2:22][CH2:21][N:20]([S:36]([C:30]4[CH:35]=[CH:34][CH:33]=[CH:32][CH:31]=4)(=[O:38])=[O:37])[CH2:19][CH2:18]3)=[O:16])=[CH:12][CH:13]=2)[CH2:4]1, predict the reactants needed to synthesize it. The reactants are: [CH3:1][N:2]([CH3:23])[CH:3]1[CH2:7][CH2:6][N:5]([C:8]2[CH:13]=[CH:12][C:11]([NH:14][C:15]([CH:17]3[CH2:22][CH2:21][NH:20][CH2:19][CH2:18]3)=[O:16])=[CH:10][CH:9]=2)[CH2:4]1.C(=O)([O-])[O-].[K+].[K+].[C:30]1([S:36](Cl)(=[O:38])=[O:37])[CH:35]=[CH:34][CH:33]=[CH:32][CH:31]=1. (6) Given the product [F:25][C:19]1[C:20]([F:24])=[CH:21][CH:22]=[CH:23][C:18]=1[C:16]1[N:17]=[C:12]2[CH:11]=[N:10][N:9]([CH2:8][C:5]3[CH:6]=[N:7][C:2]([C:33]4[CH:34]=[CH:35][C:30]([O:29][CH2:26][CH2:27][CH3:28])=[CH:31][C:32]=4[C:39]([F:40])([F:41])[F:42])=[CH:3][CH:4]=3)[CH:14]=[C:13]2[N:15]=1, predict the reactants needed to synthesize it. The reactants are: Cl[C:2]1[N:7]=[CH:6][C:5]([CH2:8][N:9]2[CH:14]=[C:13]3[N:15]=[C:16]([C:18]4[CH:23]=[CH:22][CH:21]=[C:20]([F:24])[C:19]=4[F:25])[N:17]=[C:12]3[CH:11]=[N:10]2)=[CH:4][CH:3]=1.[CH2:26]([O:29][C:30]1[CH:35]=[CH:34][C:33](B(O)O)=[C:32]([C:39]([F:42])([F:41])[F:40])[CH:31]=1)[CH2:27][CH3:28]. (7) The reactants are: F[P-](F)(F)(F)(F)F.N1(O[P+](N(C)C)(N(C)C)N(C)C)C2C=CC=CC=2N=N1.[CH:28]1([CH2:33][CH:34]([C:38]2[CH:43]=[CH:42][C:41]([C:44]([F:47])([F:46])[F:45])=[CH:40][CH:39]=2)[C:35]([OH:37])=O)[CH2:32][CH2:31][CH2:30][CH2:29]1.[NH2:48][C:49]1[CH:54]=[CH:53][CH:52]=[CH:51][N:50]=1.C(N(CC)C(C)C)(C)C. Given the product [CH:28]1([CH2:33][CH:34]([C:38]2[CH:43]=[CH:42][C:41]([C:44]([F:47])([F:46])[F:45])=[CH:40][CH:39]=2)[C:35]([NH:48][C:49]2[CH:54]=[CH:53][CH:52]=[CH:51][N:50]=2)=[O:37])[CH2:29][CH2:30][CH2:31][CH2:32]1, predict the reactants needed to synthesize it. (8) Given the product [Cl:20][C:18]1[N:19]=[C:15]([NH:7][CH2:8][C:9]2[CH:14]=[CH:13][N:12]=[CH:11][CH:10]=2)[S:16][C:17]=1[CH2:21][C:22]1[C:30]2[C:25](=[N:26][CH:27]=[CH:28][CH:29]=2)[NH:24][CH:23]=1, predict the reactants needed to synthesize it. The reactants are: C(OC(=O)[N:7]([C:15]1[S:16][C:17]([CH2:21][C:22]2[C:30]3[C:25](=[N:26][CH:27]=[CH:28][CH:29]=3)[NH:24][CH:23]=2)=[C:18]([Cl:20])[N:19]=1)[CH2:8][C:9]1[CH:14]=[CH:13][N:12]=[CH:11][CH:10]=1)(C)(C)C.Cl.C(=O)(O)[O-].[Na+]. (9) The reactants are: C(O[C:4]([C:6]1[CH:11]=[CH:10][CH:9]=[CH:8][N:7]=1)=[O:5])C.C(O[C:15]([C:17]1[CH:22]=[C:21]([O:23][CH2:24][CH3:25])[CH:20]=[CH:19][N:18]=1)=[O:16])C. Given the product [CH2:15]([O:16][C:10]1[CH:9]=[CH:8][N:7]=[C:6]([C:4](=[O:5])[CH2:20][C:21](=[O:23])[CH2:22][C:15]([C:17]2[CH:22]=[C:21]([O:23][CH2:24][CH3:25])[CH:20]=[CH:19][N:18]=2)=[O:16])[CH:11]=1)[CH3:17], predict the reactants needed to synthesize it.